Dataset: Full USPTO retrosynthesis dataset with 1.9M reactions from patents (1976-2016). Task: Predict the reactants needed to synthesize the given product. Given the product [F:19][C:20]1[CH:25]=[C:24]([F:26])[CH:23]=[CH:22][C:21]=1[CH:27]1[CH2:36][CH:35]([OH:37])[C:34]2[C:29](=[CH:30][CH:31]=[C:32]([OH:38])[CH:33]=2)[O:28]1, predict the reactants needed to synthesize it. The reactants are: C1(C2CC(O)C3C(=CC=C(O)C=3)O2)C=CC=CC=1.[F:19][C:20]1[CH:25]=[C:24]([F:26])[CH:23]=[CH:22][C:21]=1[CH:27]1[CH2:36][C:35](=[O:37])[C:34]2[C:29](=[CH:30][CH:31]=[C:32]([OH:38])[CH:33]=2)[O:28]1.